From a dataset of Serine/threonine kinase 33 screen with 319,792 compounds. Binary Classification. Given a drug SMILES string, predict its activity (active/inactive) in a high-throughput screening assay against a specified biological target. The molecule is O1C(=O)C(N(c2c1ccc1c2cccc1)C)(CC(C)=C)C(OCC)=O. The result is 0 (inactive).